Dataset: Full USPTO retrosynthesis dataset with 1.9M reactions from patents (1976-2016). Task: Predict the reactants needed to synthesize the given product. (1) The reactants are: [OH:1][CH:2]([CH2:18][N:19]1[CH2:24][CH2:23][O:22][CH2:21][CH2:20]1)[CH2:3][N:4]1[CH2:10][CH2:9][CH2:8][C:7]2[NH:11][C:12]([CH:15]=O)=[C:13]([CH3:14])[C:6]=2[C:5]1=[O:17].[CH3:25][C:26]1[CH:34]=[CH:33][CH:32]=[C:31]2[C:27]=1[CH2:28][C:29](=[O:35])[NH:30]2.N1CCCCC1. Given the product [OH:1][C@H:2]([CH2:18][N:19]1[CH2:24][CH2:23][O:22][CH2:21][CH2:20]1)[CH2:3][N:4]1[CH2:10][CH2:9][CH2:8][C:7]2[NH:11][C:12](/[CH:15]=[C:28]3\[C:29](=[O:35])[NH:30][C:31]4[C:27]\3=[C:26]([CH3:25])[CH:34]=[CH:33][CH:32]=4)=[C:13]([CH3:14])[C:6]=2[C:5]1=[O:17], predict the reactants needed to synthesize it. (2) Given the product [CH3:12][O:11][C:7]1[CH:6]=[C:5]([C:13]2[N:24]=[CH:25][O:39][C:36]=2[C:43]2[CH:42]=[CH:27][CH:28]=[CH:29][C:30]=2[S:31][CH3:45])[CH:4]=[C:3]([O:2][CH3:1])[C:8]=1[O:9][CH3:10], predict the reactants needed to synthesize it. The reactants are: [CH3:1][O:2][C:3]1[CH:4]=[C:5]([CH:13]([N:24]=[C:25]=O)S(C2C=CC(C)=CC=2)(=O)=O)[CH:6]=[C:7]([O:11][CH3:12])[C:8]=1[O:9][CH3:10].[CH3:27][C:28]1C=CC=C[C:29]=1[CH:30]=[S:31].[C:36]([O-:39])([O-])=O.[K+].[K+].[CH2:42](O)[CH3:43].[CH3:45]OCCOC. (3) Given the product [CH3:3][NH:4][CH2:5][CH2:6][C@H:7]([O:13][C:14]1[CH:15]=[CH:16][CH:17]=[C:18]2[CH:23]=[CH:22][CH:21]=[CH:20][C:19]=12)[C:8]1[S:12][CH:11]=[CH:10][CH:9]=1, predict the reactants needed to synthesize it. The reactants are: [OH-].[Na+].[CH3:3][NH:4][CH2:5][CH2:6][C@H:7]([O:13][C:14]1[CH:15]=[CH:16][CH:17]=[C:18]2[CH:23]=[CH:22][CH:21]=[CH:20][C:19]=12)[C:8]1[S:12][CH:11]=[CH:10][CH:9]=1.C([O-])(=O)/C=C\C([O-])=O.O. (4) Given the product [Br:1][C:2]1[CH:3]=[C:4]2[C:10]([C:11]([O:13][CH3:14])=[O:12])=[N:9][N:8]([C:16]([C:17]3[CH:22]=[CH:21][CH:20]=[CH:19][CH:18]=3)([C:29]3[CH:30]=[CH:31][CH:32]=[CH:33][CH:34]=3)[C:23]3[CH:24]=[CH:25][CH:26]=[CH:27][CH:28]=3)[C:5]2=[N:6][CH:7]=1, predict the reactants needed to synthesize it. The reactants are: [Br:1][C:2]1[CH:3]=[C:4]2[C:10]([C:11]([O:13][CH3:14])=[O:12])=[N:9][NH:8][C:5]2=[N:6][CH:7]=1.Cl[C:16]([C:29]1[CH:34]=[CH:33][CH:32]=[CH:31][CH:30]=1)([C:23]1[CH:28]=[CH:27][CH:26]=[CH:25][CH:24]=1)[C:17]1[CH:22]=[CH:21][CH:20]=[CH:19][CH:18]=1. (5) Given the product [O:6]1[CH2:7][CH2:8][C@H:4]([O:3][CH2:10][C:11]2[CH:16]=[CH:15][CH:14]=[CH:13][N:12]=2)[CH2:5]1, predict the reactants needed to synthesize it. The reactants are: [H-].[Na+].[OH:3][C@H:4]1[CH2:8][CH2:7][O:6][CH2:5]1.Cl[CH2:10][C:11]1[CH:16]=[CH:15][CH:14]=[CH:13][N:12]=1.